Dataset: Full USPTO retrosynthesis dataset with 1.9M reactions from patents (1976-2016). Task: Predict the reactants needed to synthesize the given product. (1) Given the product [C:8]([O:11][C:12]([N:4]1[CH2:5][CH2:6][CH:2]([OH:1])[CH2:3]1)=[O:13])([CH3:10])([CH3:9])[CH3:7], predict the reactants needed to synthesize it. The reactants are: [OH:1][CH:2]1[CH2:6][CH2:5][NH:4][CH2:3]1.[CH3:7][C:8]([O:11][C:12](O[C:12]([O:11][C:8]([CH3:10])([CH3:9])[CH3:7])=[O:13])=[O:13])([CH3:10])[CH3:9]. (2) Given the product [F:12][C:11]1[C:6]([F:5])=[C:7]([O:13][CH3:14])[CH:8]=[CH:9][C:10]=1[C:7](=[O:13])[CH2:6][CH3:11], predict the reactants needed to synthesize it. The reactants are: [Cl-].[Al+3].[Cl-].[Cl-].[F:5][C:6]1[C:11]([F:12])=[CH:10][CH:9]=[CH:8][C:7]=1[O:13][CH3:14]. (3) Given the product [CH2:13]([NH:16][C:17]([C@@H:19]1[C:23]([CH3:25])([CH3:24])[S:22][CH2:21][N:20]1[C:26](=[O:51])[C@@H:27]([OH:50])[C@@H:28]([NH:36][C:37](=[O:38])[C:39]1[CH:44]=[CH:43][CH:42]=[C:41]([OH:45])[C:40]=1[CH3:49])[CH2:29][C:30]1[CH:35]=[CH:34][CH:33]=[CH:32][CH:31]=1)=[O:18])[CH:14]=[CH2:15], predict the reactants needed to synthesize it. The reactants are: C([O-])([O-])=O.[K+].[K+].CC1CCCO1.[CH2:13]([NH:16][C:17]([C@@H:19]1[C:23]([CH3:25])([CH3:24])[S:22][CH2:21][N:20]1[C:26](=[O:51])[C@@H:27]([OH:50])[C@@H:28]([NH:36][C:37]([C:39]1[C:40]([CH3:49])=[C:41]([O:45]C(=O)C)[CH:42]=[CH:43][CH:44]=1)=[O:38])[CH2:29][C:30]1[CH:35]=[CH:34][CH:33]=[CH:32][CH:31]=1)=[O:18])[CH:14]=[CH2:15]. (4) Given the product [F:39][C:36]1[CH:37]=[CH:38][C:33]([S:30]([N:28]([CH3:40])[C@H:27]([CH2:26][CH2:25][OH:24])[CH2:29][N:3]2[C:11]3[C:6](=[CH:7][CH:8]=[CH:9][CH:10]=3)[C:5]([CH2:12][C:13]([O:15][CH3:16])=[O:14])=[CH:4]2)(=[O:32])=[O:31])=[CH:34][CH:35]=1, predict the reactants needed to synthesize it. The reactants are: [H-].[Na+].[NH:3]1[C:11]2[C:6](=[CH:7][CH:8]=[CH:9][CH:10]=2)[C:5]([CH2:12][C:13]([O:15][CH3:16])=[O:14])=[CH:4]1.[Si]([O:24][CH2:25][CH2:26][C@@H:27]1[CH2:29][N:28]1[S:30]([C:33]1[CH:38]=[CH:37][C:36]([F:39])=[CH:35][CH:34]=1)(=[O:32])=[O:31])(C(C)(C)C)(C)C.[CH3:40]I.Cl. (5) Given the product [Br:1][C:2]1[C:3]([F:20])=[CH:4][C:5]2[O:11][CH2:10][CH2:9][N:8]3[C:12]([CH:25]([C:24]4[CH:23]=[C:22]([F:21])[CH:29]=[C:28]([F:30])[CH:27]=4)[OH:26])=[C:13]([C:15]([O:17][CH3:18])=[O:16])[N:14]=[C:7]3[C:6]=2[CH:19]=1, predict the reactants needed to synthesize it. The reactants are: [Br:1][C:2]1[C:3]([F:20])=[CH:4][C:5]2[O:11][CH2:10][CH2:9][N:8]3[CH:12]=[C:13]([C:15]([O:17][CH3:18])=[O:16])[N:14]=[C:7]3[C:6]=2[CH:19]=1.[F:21][C:22]1[CH:23]=[C:24]([CH:27]=[C:28]([F:30])[CH:29]=1)[CH:25]=[O:26].